From a dataset of Catalyst prediction with 721,799 reactions and 888 catalyst types from USPTO. Predict which catalyst facilitates the given reaction. (1) Reactant: [NH2:1][S:2]([C:5]1[CH:10]=[CH:9][C:8]([N:11]2[C:15]3[C:16]4[CH:23]=[CH:22][CH:21]=[CH:20][C:17]=4[O:18][CH2:19][C:14]=3[C:13]([C:24]([OH:26])=O)=[N:12]2)=[CH:7][CH:6]=1)(=[O:4])=[O:3].[NH3:27]. Product: [NH2:1][S:2]([C:5]1[CH:10]=[CH:9][C:8]([N:11]2[C:15]3[C:16]4[CH:23]=[CH:22][CH:21]=[CH:20][C:17]=4[O:18][CH2:19][C:14]=3[C:13]([C:24]([NH2:27])=[O:26])=[N:12]2)=[CH:7][CH:6]=1)(=[O:3])=[O:4]. The catalyst class is: 5. (2) Reactant: [OH-].[Na+].C[O:4][C:5]([C:7]1[N:15]=[C:14]2[C:10]([NH:11][CH:12]([O:23][CH3:24])[N:13]2[CH2:16][C:17]2[CH:22]=[CH:21][CH:20]=[CH:19][CH:18]=2)=[C:9]([NH2:25])[N:8]=1)=[O:6].Cl. Product: [NH2:25][C:9]1[N:8]=[C:7]([C:5]([OH:6])=[O:4])[N:15]=[C:14]2[C:10]=1[NH:11][CH:12]([O:23][CH3:24])[N:13]2[CH2:16][C:17]1[CH:18]=[CH:19][CH:20]=[CH:21][CH:22]=1. The catalyst class is: 5. (3) Reactant: [CH3:1][S-:2].[Na+].Cl[C:5]1[CH:10]=[CH:9][C:8]([N+:11]([O-:13])=[O:12])=[CH:7][N:6]=1. Product: [CH3:1][S:2][C:5]1[CH:10]=[CH:9][C:8]([N+:11]([O-:13])=[O:12])=[CH:7][N:6]=1. The catalyst class is: 20.